This data is from Full USPTO retrosynthesis dataset with 1.9M reactions from patents (1976-2016). The task is: Predict the reactants needed to synthesize the given product. (1) The reactants are: C([N:8](CC1C=CC=CC=1)[C:9]1[CH:14]=[C:13]([CH3:15])[C:12]([CH:16]2[O:20][CH2:19][CH2:18][O:17]2)=[CH:11][C:10]=1[CH3:21])C1C=CC=CC=1. Given the product [O:17]1[CH2:18][CH2:19][O:20][CH:16]1[C:12]1[C:13]([CH3:15])=[CH:14][C:9]([NH2:8])=[C:10]([CH3:21])[CH:11]=1, predict the reactants needed to synthesize it. (2) The reactants are: [N:1]1[CH:6]=[CH:5][C:4]([C:7](=O)[CH2:8][C:9]([O:11]CC)=O)=[CH:3][CH:2]=1.[NH:15]1[CH2:20][CH2:19][CH:18]([CH:21]2[NH:26][C:25]([NH2:27])=[N:24][CH2:23][CH2:22]2)[CH2:17][CH2:16]1.Cl.C(=O)([O-])[O-].[K+].[K+]. Given the product [NH:15]1[CH2:16][CH2:17][CH:18]([CH:21]2[CH2:22][CH2:23][N:24]3[C:9](=[O:11])[CH:8]=[C:7]([C:4]4[CH:3]=[CH:2][N:1]=[CH:6][CH:5]=4)[N:27]=[C:25]3[NH:26]2)[CH2:19][CH2:20]1, predict the reactants needed to synthesize it. (3) Given the product [Cl:25][C:21]1[CH:20]=[C:19]([C:13]2[C:14]([O:17][CH3:18])=[CH:15][CH:16]=[C:11]([C:9]([C:6]3[CH:7]=[CH:8][C:3]([N:2]4[CH:31]=[N:29][N:28]=[N:27]4)=[CH:4][CH:5]=3)=[O:10])[C:12]=2[F:26])[CH:24]=[CH:23][CH:22]=1, predict the reactants needed to synthesize it. The reactants are: Cl.[NH2:2][C:3]1[CH:8]=[CH:7][C:6]([C:9]([C:11]2[C:12]([F:26])=[C:13]([C:19]3[CH:24]=[CH:23][CH:22]=[C:21]([Cl:25])[CH:20]=3)[C:14]([O:17][CH3:18])=[CH:15][CH:16]=2)=[O:10])=[CH:5][CH:4]=1.[N-:27]=[N+:28]=[N-:29].[Na+].[CH3:31]OC(OC)OC.[OH-].[NH4+].